Predict the reaction yield, written as a fraction of the theoretical maximum amount of product (1.0 means a 100% yield; for example, 0.34 means a 34% yield). From a dataset of Reaction yield outcomes from USPTO patents with 853,638 reactions. (1) The reactants are [CH2:1]([N:3]1[CH2:8][CH2:7][C:6]([S:19]([C:22]2[CH:27]=[CH:26][C:25]([C:28]3[CH:33]=[CH:32][C:31]([O:34][C:35]([F:40])([F:39])[CH:36]([F:38])[F:37])=[CH:30][CH:29]=3)=[CH:24][CH:23]=2)(=[O:21])=[O:20])([C:9]([NH:11][O:12]C2CCCCO2)=[O:10])[CH2:5][CH2:4]1)[CH3:2].CO.[ClH:43]. The catalyst is O1CCOCC1. The product is [ClH:43].[OH:12][NH:11][C:9]([C:6]1([S:19]([C:22]2[CH:23]=[CH:24][C:25]([C:28]3[CH:33]=[CH:32][C:31]([O:34][C:35]([F:40])([F:39])[CH:36]([F:38])[F:37])=[CH:30][CH:29]=3)=[CH:26][CH:27]=2)(=[O:21])=[O:20])[CH2:5][CH2:4][N:3]([CH2:1][CH3:2])[CH2:8][CH2:7]1)=[O:10]. The yield is 0.670. (2) The reactants are Cl.[CH3:2][NH:3][O:4][CH3:5].CCN(C(C)C)C(C)C.C[Al](C)C.[F:19][C:20]1[CH:25]=[CH:24][CH:23]=[CH:22][C:21]=1[N:26]1[CH:31]=[C:30]([O:32][CH3:33])[C:29](=[O:34])[C:28]([C:35]([O:37]C)=O)=[N:27]1.Cl.[Na+].[Cl-]. The catalyst is C(Cl)Cl. The product is [F:19][C:20]1[CH:25]=[CH:24][CH:23]=[CH:22][C:21]=1[N:26]1[CH:31]=[C:30]([O:32][CH3:33])[C:29](=[O:34])[C:28]([C:35]([N:3]([O:4][CH3:5])[CH3:2])=[O:37])=[N:27]1. The yield is 0.650. (3) The reactants are [NH2:1][C:2]1[S:6][N:5]=[C:4]([CH3:7])[C:3]=1[C:8]([NH:10][C:11]1[CH:16]=[CH:15][C:14]([F:17])=[C:13]([F:18])[CH:12]=1)=[O:9].Cl[C:20]1[CH:29]=[N:28][C:27]2[C:22](=[CH:23][CH:24]=[CH:25][CH:26]=2)[N:21]=1.C(=O)([O-])[O-].[Cs+].[Cs+].CC1(C)C2C(=C(P(C3C=CC=CC=3)C3C=CC=CC=3)C=CC=2)OC2C(P(C3C=CC=CC=3)C3C=CC=CC=3)=CC=CC1=2. The catalyst is O1CCOCC1.CN(C=O)C.C([O-])(=O)C.[Pd+2].C([O-])(=O)C. The product is [F:18][C:13]1[CH:12]=[C:11]([NH:10][C:8]([C:3]2[C:4]([CH3:7])=[N:5][S:6][C:2]=2[NH:1][C:20]2[CH:29]=[N:28][C:27]3[C:22](=[CH:23][CH:24]=[CH:25][CH:26]=3)[N:21]=2)=[O:9])[CH:16]=[CH:15][C:14]=1[F:17]. The yield is 0.520. (4) The reactants are [NH:1]1[CH2:6][CH2:5][O:4][CH2:3][CH2:2]1.[CH3:7][O:8][C:9]1[CH:14]=[CH:13][C:12]([N:15]2[CH2:20][CH2:19][N:18]([C:21]3[C:22]([CH3:35])=[C:23]([CH3:34])[C:24]4[O:28][C:27]([CH3:30])([CH3:29])[CH:26](O)[C:25]=4[C:32]=3[CH3:33])[CH2:17][CH2:16]2)=[CH:11][CH:10]=1. The catalyst is C(O)C. The product is [CH3:7][O:8][C:9]1[CH:10]=[CH:11][C:12]([N:15]2[CH2:20][CH2:19][N:18]([C:21]3[C:22]([CH3:35])=[C:23]([CH3:34])[C:24]4[O:28][C:27]([CH3:29])([CH3:30])[CH:26]([N:1]5[CH2:6][CH2:5][O:4][CH2:3][CH2:2]5)[C:25]=4[C:32]=3[CH3:33])[CH2:17][CH2:16]2)=[CH:13][CH:14]=1. The yield is 0.800. (5) The reactants are [CH3:1][O:2][C:3]1[CH:4]=[C:5]2[C:10](=[CH:11][C:12]=1[O:13][CH3:14])[N:9]=[CH:8][CH:7]=[C:6]2[O:15][C:16]1[CH:22]=[CH:21][C:19]([NH2:20])=[CH:18][CH:17]=1.Cl[C:24](Cl)([O:26]C(=O)OC(Cl)(Cl)Cl)Cl.[CH3:35][CH2:36][CH:37]([OH:42])[CH2:38][CH2:39][CH2:40][CH3:41].C(=O)(O)[O-].[Na+]. The catalyst is C(Cl)Cl.C(N(CC)CC)C.C1(C)C=CC=CC=1. The product is [CH3:1][O:2][C:3]1[CH:4]=[C:5]2[C:10](=[CH:11][C:12]=1[O:13][CH3:14])[N:9]=[CH:8][CH:7]=[C:6]2[O:15][C:16]1[CH:22]=[CH:21][C:19]([NH:20][C:24](=[O:26])[O:42][CH:37]([CH2:36][CH3:35])[CH2:38][CH2:39][CH2:40][CH3:41])=[CH:18][CH:17]=1. The yield is 0.570. (6) The reactants are [Br:1][C:2]1[CH:7]=[CH:6][C:5]([C:8]([CH3:16])([CH3:15])[C:9](N(OC)C)=[O:10])=[CH:4][CH:3]=1.[CH3:17][Mg]Br.O.Cl. The catalyst is O1CCCC1. The product is [Br:1][C:2]1[CH:7]=[CH:6][C:5]([C:8]([CH3:16])([CH3:15])[C:9](=[O:10])[CH3:17])=[CH:4][CH:3]=1. The yield is 1.00. (7) The reactants are [Si:1]([O:18][CH2:19][C:20]1[CH:25]=[CH:24][CH:23]=[CH:22][C:21]=1[CH2:26]O)([C:14]([CH3:17])([CH3:16])[CH3:15])([C:8]1[CH:13]=[CH:12][CH:11]=[CH:10][CH:9]=1)[C:2]1[CH:7]=[CH:6][CH:5]=[CH:4][CH:3]=1.C(Br)(Br)(Br)[Br:29].C1(P(C2C=CC=CC=2)C2C=CC=CC=2)C=CC=CC=1.CCCCCC. The catalyst is ClCCl.C(OCC)(=O)C. The product is [Br:29][CH2:26][C:21]1[CH:22]=[CH:23][CH:24]=[CH:25][C:20]=1[CH2:19][O:18][Si:1]([C:14]([CH3:17])([CH3:16])[CH3:15])([C:8]1[CH:13]=[CH:12][CH:11]=[CH:10][CH:9]=1)[C:2]1[CH:7]=[CH:6][CH:5]=[CH:4][CH:3]=1. The yield is 0.890.